Dataset: Forward reaction prediction with 1.9M reactions from USPTO patents (1976-2016). Task: Predict the product of the given reaction. The product is: [C:30]1([CH:7]([C:1]2[CH:2]=[CH:3][CH:4]=[CH:5][CH:6]=2)[O:8][CH2:9][CH2:10][N:11]2[CH2:16][CH2:15][N:14]([CH2:17][CH2:18][CH2:19][C:20]3[CH:21]=[CH:22][C:23]([NH2:26])=[CH:24][CH:25]=3)[CH2:13][CH2:12]2)[CH:31]=[CH:32][CH:33]=[CH:34][CH:35]=1. Given the reactants [C:1]1([CH:7]([C:30]2[CH:35]=[CH:34][CH:33]=[CH:32][CH:31]=2)[O:8][CH2:9][CH2:10][N:11]2[CH2:16][CH2:15][N:14]([C:17](=O)[CH2:18][CH2:19][C:20]3[CH:25]=[CH:24][C:23]([N+:26]([O-])=O)=[CH:22][CH:21]=3)[CH2:13][CH2:12]2)[CH:6]=[CH:5][CH:4]=[CH:3][CH:2]=1.O.O.[Sn](Cl)Cl.C(=O)([O-])[O-].[Na+].[Na+], predict the reaction product.